This data is from Forward reaction prediction with 1.9M reactions from USPTO patents (1976-2016). The task is: Predict the product of the given reaction. (1) Given the reactants ClC1C=CC(NC(NC2C=CC=C(C3C=CC=C(N4CCCC4)N=3)C=2)=O)=C(C#CCCO)C=1.O.C1(C)C=CC(S(O)(=O)=O)=CC=1.[Cl:46][C:47]1[CH:52]=[CH:51][C:50]([NH:53][C:54]([NH:56][C:57]2[CH:62]=[CH:61][CH:60]=[C:59]([C:63]3[CH:68]=[CH:67][CH:66]=[C:65]([N:69]4[CH2:73][CH2:72][CH2:71][CH2:70]4)[N:64]=3)[CH:58]=2)=[O:55])=[CH:49][C:48]=1[C:74]#[C:75][CH2:76][CH2:77][O:78]C1CCCCO1, predict the reaction product. The product is: [Cl:46][C:47]1[CH:52]=[CH:51][C:50]([NH:53][C:54]([NH:56][C:57]2[CH:62]=[CH:61][CH:60]=[C:59]([C:63]3[CH:68]=[CH:67][CH:66]=[C:65]([N:69]4[CH2:70][CH2:71][CH2:72][CH2:73]4)[N:64]=3)[CH:58]=2)=[O:55])=[CH:49][C:48]=1[C:74]#[C:75][CH2:76][CH2:77][OH:78]. (2) Given the reactants [CH:1]1([C:4]2[CH:9]=[CH:8][N:7]=[C:6]([NH:10][C:11]3[CH:16]=[C:15]([C:17]4[S:21][CH:20]=[N:19][CH:18]=4)[CH:14]=[C:13]([CH3:22])[CH:12]=3)[N:5]=2)[CH2:3][CH2:2]1.[C:23]1(=[N:27][S:28]([C:30]([CH3:33])([CH3:32])[CH3:31])=[O:29])[CH2:26][CH2:25][CH2:24]1, predict the reaction product. The product is: [CH:1]1([C:4]2[CH:9]=[CH:8][N:7]=[C:6]([NH:10][C:11]3[CH:16]=[C:15]([C:17]4[S:21][C:20]([C:23]5([NH:27][S:28]([C:30]([CH3:33])([CH3:32])[CH3:31])=[O:29])[CH2:24][CH2:25][CH2:26]5)=[N:19][CH:18]=4)[CH:14]=[C:13]([CH3:22])[CH:12]=3)[N:5]=2)[CH2:3][CH2:2]1.